This data is from Full USPTO retrosynthesis dataset with 1.9M reactions from patents (1976-2016). The task is: Predict the reactants needed to synthesize the given product. (1) Given the product [S:21]([OH:24])([OH:23])(=[O:22])=[O:20].[CH2:1]([NH:4][C:5]1[N:10]=[C:9]([NH:11][CH2:12][CH2:13][CH3:14])[N:8]=[C:7]([N:15]([CH3:19])[O:16][CH2:17][CH3:18])[N:6]=1)[CH2:2][CH3:3], predict the reactants needed to synthesize it. The reactants are: [CH2:1]([NH:4][C:5]1[N:10]=[C:9]([NH:11][CH2:12][CH2:13][CH3:14])[N:8]=[C:7]([N:15]([CH3:19])[O:16][CH2:17][CH3:18])[N:6]=1)[CH2:2][CH3:3].[OH:20][S:21]([OH:24])(=[O:23])=[O:22]. (2) Given the product [Cl:12][C:3]1[CH:4]=[CH:5][C:6]([C:8]([O:10][CH3:11])=[O:9])=[N:7][C:2]=1[C:15]1[C:14]([CH3:28])([CH3:13])[CH2:18][CH2:17][CH:16]=1, predict the reactants needed to synthesize it. The reactants are: Br[C:2]1[N:7]=[C:6]([C:8]([O:10][CH3:11])=[O:9])[CH:5]=[CH:4][C:3]=1[Cl:12].[CH3:13][C:14]1([CH3:28])[C:18](B2OC(C)(C)C(C)(C)O2)=[CH:17][CH2:16][CH2:15]1.[O-]P([O-])([O-])=O.[K+].[K+].[K+]. (3) Given the product [CH3:1][C:2]1[S:3][C:4]2[CH2:5][N:6]([CH2:12][B-:13]([F:16])([F:15])[F:14])[CH2:7][CH2:8][C:9]=2[N:10]=1.[K+:17], predict the reactants needed to synthesize it. The reactants are: [CH3:1][C:2]1[S:3][C:4]2[CH2:5][NH:6][CH2:7][CH2:8][C:9]=2[N:10]=1.Br[CH2:12][B-:13]([F:16])([F:15])[F:14].[K+:17]. (4) Given the product [ClH:1].[Cl:1][C:2]1[N:7]=[CH:6][C:5]([NH:8][NH2:9])=[CH:4][CH:3]=1, predict the reactants needed to synthesize it. The reactants are: [Cl:1][C:2]1[N:7]=[CH:6][C:5]([NH2:8])=[CH:4][CH:3]=1.[N:9]([O-])=O.[Na+].O.O.[Sn](Cl)(Cl)(Cl)Cl. (5) Given the product [C:17]([C@:8]1([CH2:9][C:10]([O:12][C:13]([CH3:16])([CH3:15])[CH3:14])=[O:11])[CH2:7][C@H:6]2[C@:2]1([CH3:1])[CH:3]=[CH:4][CH2:5]2)#[N:18], predict the reactants needed to synthesize it. The reactants are: [CH3:1][C@@:2]12[C:8](=[CH:9][C:10]([O:12][C:13]([CH3:16])([CH3:15])[CH3:14])=[O:11])[CH2:7][C@@H:6]1[CH2:5][CH:4]=[CH:3]2.[C-:17]#[N:18].[K+]. (6) The reactants are: [C:1]([NH:5][S:6]([CH2:9][C:10]([OH:12])=O)(=[O:8])=[O:7])([CH3:4])([CH3:3])[CH3:2].[CH:13]1[CH:14]=[CH:15][C:16]2N(O)N=[N:19][C:17]=2[CH:18]=1.CCN=C=NCCCN(C)C.NC1C=CC=CC=1. Given the product [C:1]([NH:5][S:6]([CH2:9][C:10]([NH:19][C:17]1[CH:18]=[CH:13][CH:14]=[CH:15][CH:16]=1)=[O:12])(=[O:7])=[O:8])([CH3:2])([CH3:3])[CH3:4], predict the reactants needed to synthesize it. (7) Given the product [C:5]([NH:8][C:9]1[C:18]2[CH2:17][CH2:16][CH2:15][CH2:14][C:13]=2[CH:12]=[CH:11][CH:10]=1)(=[O:7])[CH3:6], predict the reactants needed to synthesize it. The reactants are: C(O[C:5](=[O:7])[CH3:6])(=O)C.[NH2:8][C:9]1[C:18]2[CH2:17][CH2:16][CH2:15][CH2:14][C:13]=2[CH:12]=[CH:11][CH:10]=1.C([O-])(=O)C.[Na+]. (8) Given the product [Cl:1][C:2]1[N:7]=[CH:6][C:5]([C:8]2[NH:12][C:11]3[CH:13]=[CH:14][CH:15]=[C:16]([C:17]([NH:25][C:21]4[S:20][CH:24]=[CH:23][N:22]=4)=[O:19])[C:10]=3[N:9]=2)=[CH:4][CH:3]=1, predict the reactants needed to synthesize it. The reactants are: [Cl:1][C:2]1[N:7]=[CH:6][C:5]([C:8]2[NH:12][C:11]3[CH:13]=[CH:14][CH:15]=[C:16]([C:17]([OH:19])=O)[C:10]=3[N:9]=2)=[CH:4][CH:3]=1.[S:20]1[CH:24]=[CH:23][N:22]=[C:21]1[NH2:25].CN(C(ON1N=NC2C=CC=NC1=2)=[N+](C)C)C.F[P-](F)(F)(F)(F)F.CCN(C(C)C)C(C)C. (9) Given the product [F:21][C:22]1[CH:27]=[CH:26][C:25]([C:28]2([OH:34])[CH2:29][CH2:30][N:31]([CH2:2][CH2:3][CH:4]=[C:5]3[C:15]4[C:10](=[N:11][CH:12]=[CH:13][CH:14]=4)[O:9][C:8]4[CH:16]=[CH:17][CH:18]=[C:19]([OH:20])[C:7]=4[CH2:6]3)[CH2:32][CH2:33]2)=[CH:24][CH:23]=1, predict the reactants needed to synthesize it. The reactants are: Br[CH2:2][CH2:3][CH:4]=[C:5]1[C:15]2[C:10](=[N:11][CH:12]=[CH:13][CH:14]=2)[O:9][C:8]2[CH:16]=[CH:17][CH:18]=[C:19]([OH:20])[C:7]=2[CH2:6]1.[F:21][C:22]1[CH:27]=[CH:26][C:25]([C:28]2([OH:34])[CH2:33][CH2:32][NH:31][CH2:30][CH2:29]2)=[CH:24][CH:23]=1.C(N(CC)CC)C. (10) Given the product [F:1][C:2]1[CH:3]=[CH:4][C:5]([S:8][CH:9]([C:20]2[C:25]([F:26])=[CH:24][CH:23]=[C:22]([F:27])[C:21]=2[F:28])[C:10]2[C:11]([CH3:19])=[CH:12][C:13]([C:16]([NH2:36])=[O:17])=[N:14][CH:15]=2)=[CH:6][CH:7]=1, predict the reactants needed to synthesize it. The reactants are: [F:1][C:2]1[CH:7]=[CH:6][C:5]([S:8][CH:9]([C:20]2[C:25]([F:26])=[CH:24][CH:23]=[C:22]([F:27])[C:21]=2[F:28])[C:10]2[C:11]([CH3:19])=[CH:12][C:13]([C:16](O)=[O:17])=[N:14][CH:15]=2)=[CH:4][CH:3]=1.F[P-](F)(F)(F)(F)F.[N:36]1(O[P+](N2CCCC2)(N2CCCC2)N2CCCC2)C2C=CC=CC=2N=N1.ON1C2C=CC=CC=2N=N1.[Cl-].[NH4+].C(N(C(C)C)C(C)C)C.